The task is: Regression. Given a peptide amino acid sequence and an MHC pseudo amino acid sequence, predict their binding affinity value. This is MHC class I binding data.. This data is from Peptide-MHC class I binding affinity with 185,985 pairs from IEDB/IMGT. (1) The peptide sequence is ISIRPRVTK. The MHC is HLA-A33:01 with pseudo-sequence HLA-A33:01. The binding affinity (normalized) is 0.129. (2) The peptide sequence is TLVPQEHYV. The MHC is HLA-A02:01 with pseudo-sequence HLA-A02:01. The binding affinity (normalized) is 0.545. (3) The peptide sequence is RKAKIIRDY. The MHC is HLA-A23:01 with pseudo-sequence HLA-A23:01. The binding affinity (normalized) is 0. (4) The peptide sequence is STVKTNLYMK. The MHC is HLA-A31:01 with pseudo-sequence HLA-A31:01. The binding affinity (normalized) is 0.403. (5) The peptide sequence is AYHHMAREL. The MHC is HLA-A03:01 with pseudo-sequence HLA-A03:01. The binding affinity (normalized) is 0. (6) The peptide sequence is NMLREGLSP. The MHC is HLA-B40:01 with pseudo-sequence HLA-B40:01. The binding affinity (normalized) is 0.0847. (7) The peptide sequence is SHQRSDSSLV. The MHC is H-2-Kb with pseudo-sequence H-2-Kb. The binding affinity (normalized) is 0.229. (8) The peptide sequence is SVAKCCSKT. The MHC is HLA-A68:02 with pseudo-sequence HLA-A68:02. The binding affinity (normalized) is 0.382. (9) The peptide sequence is NIYKTRHTGI. The MHC is HLA-B15:01 with pseudo-sequence HLA-B15:01. The binding affinity (normalized) is 0.